This data is from Forward reaction prediction with 1.9M reactions from USPTO patents (1976-2016). The task is: Predict the product of the given reaction. (1) The product is: [F:1][C:2]1[CH:3]=[C:4]([C:8]([C:10]2[CH:11]=[CH:12][C:13]([OH:16])=[C:14]([I:17])[CH:15]=2)=[O:9])[CH:5]=[CH:6][CH:7]=1. Given the reactants [F:1][C:2]1[CH:3]=[C:4]([C:8]([C:10]2[CH:15]=[CH:14][C:13]([OH:16])=[CH:12][CH:11]=2)=[O:9])[CH:5]=[CH:6][CH:7]=1.[I-:17].[K+].[I-], predict the reaction product. (2) Given the reactants C(Cl)(=O)C(Cl)=O.CS(C)=O.[F:11][C:12]1[CH:38]=[CH:37][C:15]([CH2:16][N:17]2[C:22](=[O:23])[C:21]3[C:24]([O:33][CH3:34])=[C:25]4[C:30](=[O:31])[N:29]([CH3:32])[CH2:28][CH2:27][N:26]4[C:20]=3[C:19]([CH2:35][OH:36])=[N:18]2)=[CH:14][CH:13]=1.C(N(CC)CC)C, predict the reaction product. The product is: [F:11][C:12]1[CH:38]=[CH:37][C:15]([CH2:16][N:17]2[C:22](=[O:23])[C:21]3[C:24]([O:33][CH3:34])=[C:25]4[C:30](=[O:31])[N:29]([CH3:32])[CH2:28][CH2:27][N:26]4[C:20]=3[C:19]([CH:35]=[O:36])=[N:18]2)=[CH:14][CH:13]=1.